Predict which catalyst facilitates the given reaction. From a dataset of Catalyst prediction with 721,799 reactions and 888 catalyst types from USPTO. (1) Reactant: [F:1][C:2]1[CH:7]=[CH:6][C:5]([C:8]2[C:9]([C:26]3[CH:31]=[CH:30][CH:29]=[CH:28][CH:27]=3)=[C:10]([C:14]([CH:16]([C:18]3[CH:23]=[C:22]([Cl:24])[CH:21]=[C:20]([CH3:25])[CH:19]=3)[OH:17])=[O:15])[CH:11]=[CH:12][CH:13]=2)=[CH:4][CH:3]=1.[Bi]=O. Product: [F:1][C:2]1[CH:7]=[CH:6][C:5]([C:8]2[C:9]([C:26]3[CH:27]=[CH:28][CH:29]=[CH:30][CH:31]=3)=[C:10]([C:14]([C:16]([C:18]3[CH:23]=[C:22]([Cl:24])[CH:21]=[C:20]([CH3:25])[CH:19]=3)=[O:17])=[O:15])[CH:11]=[CH:12][CH:13]=2)=[CH:4][CH:3]=1. The catalyst class is: 15. (2) Reactant: [CH2:1]([N:5]1[C:13]2[C:12](=[O:14])[NH:11][C:10](=[O:15])[N:9]([CH3:16])[C:8]=2[N:7]=[CH:6]1)[C:2]#[C:3][CH3:4].[Cl:17]N1C(=O)CCC1=O.O. Product: [CH2:1]([N:5]1[C:13]2[C:12](=[O:14])[NH:11][C:10](=[O:15])[N:9]([CH3:16])[C:8]=2[N:7]=[C:6]1[Cl:17])[C:2]#[C:3][CH3:4]. The catalyst class is: 9. (3) Reactant: [Br:1][C:2]1[CH:7]=[CH:6][C:5]([C:8](=[N:13][OH:14])[C:9]([F:12])([F:11])[F:10])=[C:4](F)[CH:3]=1.C1COCC1. Product: [Br:1][C:2]1[CH:7]=[CH:6][C:5]2[C:8]([C:9]([F:12])([F:11])[F:10])=[N:13][O:14][C:4]=2[CH:3]=1. The catalyst class is: 2. (4) Reactant: [F:1][C:2]1[C:3]([C:9]#[N:10])=[N:4][CH:5]=[C:6](F)[CH:7]=1.[F:11][C:12]1[CH:17]=[CH:16][CH:15]=[C:14]([C:18]([F:21])([F:20])[F:19])[C:13]=1[NH2:22].O. Product: [F:1][C:2]1[C:3]([C:9]#[N:10])=[N:4][CH:5]=[C:6]([NH:22][C:13]2[C:14]([C:18]([F:19])([F:20])[F:21])=[CH:15][CH:16]=[CH:17][C:12]=2[F:11])[CH:7]=1. The catalyst class is: 16. (5) Reactant: [CH3:1][C:2]1([O:5][CH2:4]1)[CH3:3].[CH3:6][C:7]1([CH3:19])[C:11]([CH3:13])([CH3:12])[O:10][B:9]([C:14]2[CH:15]=[N:16][NH:17][CH:18]=2)[O:8]1.C(=O)([O-])[O-].[Cs+].[Cs+]. Product: [CH3:3][C:2]([OH:5])([CH3:1])[CH2:4][N:17]1[CH:18]=[C:14]([B:9]2[O:8][C:7]([CH3:19])([CH3:6])[C:11]([CH3:13])([CH3:12])[O:10]2)[CH:15]=[N:16]1. The catalyst class is: 483.